This data is from Catalyst prediction with 721,799 reactions and 888 catalyst types from USPTO. The task is: Predict which catalyst facilitates the given reaction. (1) Reactant: [OH:1][C:2]1[CH:3]=[C:4]([CH:20]=[C:21]([O:23][C@@H:24]([CH3:28])[CH2:25][O:26][CH3:27])[CH:22]=1)[C:5]([NH:7][C:8]1[CH:12]=[CH:11][N:10]([C:13]([O:15][C:16]([CH3:19])([CH3:18])[CH3:17])=[O:14])[N:9]=1)=[O:6].C(N([CH2:34][CH3:35])CC)C. Product: [CH2:16]([O:15][C:13]([C:35]1[CH:34]=[CH:21][C:22]([O:1][C:2]2[CH:3]=[C:4]([CH:20]=[C:21]([O:23][C@@H:24]([CH3:28])[CH2:25][O:26][CH3:27])[CH:22]=2)[C:5]([NH:7][C:8]2[CH:12]=[CH:11][N:10]([C:13]([O:15][C:16]([CH3:19])([CH3:18])[CH3:17])=[O:14])[N:9]=2)=[O:6])=[CH:2][CH:3]=1)=[O:14])[CH3:17]. The catalyst class is: 302. (2) Reactant: [Cl:1][C:2]1[N:10]=[C:9]2[C:5]([N:6]=[CH:7][N:8]2[CH3:11])=[C:4](Cl)[N:3]=1.[CH3:13][C:14]1[S:18][C:17]([CH2:19][NH2:20])=[CH:16][CH:15]=1.Cl.C(N(CC)CC)C. Product: [Cl:1][C:2]1[N:10]=[C:9]2[C:5]([N:6]=[CH:7][N:8]2[CH3:11])=[C:4]([NH:20][CH2:19][C:17]2[S:18][C:14]([CH3:13])=[CH:15][CH:16]=2)[N:3]=1. The catalyst class is: 114. (3) Reactant: [CH3:1][O:2][C:3](=[O:25])[CH2:4][CH2:5][CH2:6][CH2:7][CH2:8][NH:9][C:10]1[C:11]2[CH:18]=[C:17]([C:19]3[CH:24]=[CH:23][CH:22]=[CH:21][CH:20]=3)[O:16][C:12]=2[N:13]=[CH:14][N:15]=1.[Br:26]N1C(=O)CCC1=O. Product: [CH3:1][O:2][C:3](=[O:25])[CH2:4][CH2:5][CH2:6][CH2:7][CH2:8][NH:9][C:10]1[C:11]2[C:18]([Br:26])=[C:17]([C:19]3[CH:20]=[CH:21][CH:22]=[CH:23][CH:24]=3)[O:16][C:12]=2[N:13]=[CH:14][N:15]=1. The catalyst class is: 717. (4) Reactant: [CH2:1]([O:8][C:9]1[CH:28]=[CH:27][C:12]([CH2:13][N:14]2[C:22]3[CH:21]=[CH:20][CH:19]=[C:18]([C:23]([O:25]C)=[O:24])[C:17]=3[CH:16]=[CH:15]2)=[CH:11][C:10]=1[CH:29]([CH3:31])[CH3:30])[C:2]1[CH:7]=[CH:6][CH:5]=[CH:4][CH:3]=1.[OH-].[Na+]. Product: [CH2:1]([O:8][C:9]1[CH:28]=[CH:27][C:12]([CH2:13][N:14]2[C:22]3[CH:21]=[CH:20][CH:19]=[C:18]([C:23]([OH:25])=[O:24])[C:17]=3[CH:16]=[CH:15]2)=[CH:11][C:10]=1[CH:29]([CH3:31])[CH3:30])[C:2]1[CH:3]=[CH:4][CH:5]=[CH:6][CH:7]=1. The catalyst class is: 169.